From a dataset of Full USPTO retrosynthesis dataset with 1.9M reactions from patents (1976-2016). Predict the reactants needed to synthesize the given product. (1) Given the product [F:41][CH2:16][CH2:15][O:14][CH2:13][CH2:12][O:11][CH2:10][CH2:9][O:8][CH2:7][CH2:6][O:5][CH2:4][CH:3]([O:22][CH3:23])[O:2][CH3:1], predict the reactants needed to synthesize it. The reactants are: [CH3:1][O:2][CH:3]([O:22][CH3:23])[CH2:4][O:5][CH2:6][CH2:7][O:8][CH2:9][CH2:10][O:11][CH2:12][CH2:13][O:14][CH2:15][CH2:16]OS(C)(=O)=O.CCCC[N+](CCCC)(CCCC)CCCC.[F-:41].C(OCC)(=O)C. (2) Given the product [ClH:24].[OH:23][C:11]1([C:14]#[C:15][C:16]2[CH:21]=[CH:20][CH:19]=[CH:18][C:17]=2[F:22])[CH2:10][CH2:9][NH:8][CH2:13][CH2:12]1, predict the reactants needed to synthesize it. The reactants are: C(OC([N:8]1[CH2:13][CH2:12][C:11]([OH:23])([C:14]#[C:15][C:16]2[CH:21]=[CH:20][CH:19]=[CH:18][C:17]=2[F:22])[CH2:10][CH2:9]1)=O)(C)(C)C.[ClH:24].C(OCC)(=O)C. (3) Given the product [O:16]=[C:14]1[C:5]2[C:4](=[CH:9][C:8]([C:10]([OH:12])=[O:11])=[CH:7][CH:6]=2)[NH:1][C:2](=[S:3])[N:18]1[C:19]1[N:24]=[CH:23][CH:22]=[CH:21][N:20]=1, predict the reactants needed to synthesize it. The reactants are: [N:1]([C:4]1[CH:9]=[C:8]([C:10]([O:12]C)=[O:11])[CH:7]=[CH:6][C:5]=1[C:14]([O:16]C)=O)=[C:2]=[S:3].[NH2:18][C:19]1[N:24]=[CH:23][CH:22]=[CH:21][N:20]=1.[OH-].[Na+].Cl. (4) Given the product [CH3:22][C:14]1[CH:15]=[C:16]([N+:19]([O-:21])=[O:20])[CH:17]=[CH:18][C:13]=1[O:1][C:2]1[CH:3]=[C:4]([CH:9]=[CH:10][CH:11]=1)[C:5]([O:7][CH3:8])=[O:6], predict the reactants needed to synthesize it. The reactants are: [OH:1][C:2]1[CH:3]=[C:4]([CH:9]=[CH:10][CH:11]=1)[C:5]([O:7][CH3:8])=[O:6].F[C:13]1[CH:18]=[CH:17][C:16]([N+:19]([O-:21])=[O:20])=[CH:15][C:14]=1[CH3:22].C(=O)([O-])[O-].[K+].[K+].CN(C)C=O. (5) The reactants are: [C:1]([Si:5]([CH3:26])([CH3:25])[O:6][C:7]1[CH:8]=[CH:9][C:10]2[NH:19][C:18]3[C:17]4[CH:20]=[CH:21][CH:22]=[CH:23][C:16]=4[S:15][CH2:14][CH2:13][C:12]=3[C:11]=2[CH:24]=1)([CH3:4])([CH3:3])[CH3:2].Cl.Cl[CH2:29][C:30]1[CH:45]=[CH:44][C:33]([O:34][CH2:35][CH2:36][NH:37][CH:38]2C[CH2:42][CH2:41][CH2:40][CH2:39]2)=[CH:32][CH:31]=1. Given the product [C:1]([Si:5]([CH3:26])([CH3:25])[O:6][C:7]1[CH:8]=[CH:9][C:10]2[N:19]([CH2:29][C:30]3[CH:31]=[CH:32][C:33]([O:34][CH2:35][CH2:36][N:37]4[CH2:38][CH2:39][CH2:40][CH2:41][CH2:42]4)=[CH:44][CH:45]=3)[C:18]3[C:17]4[CH:20]=[CH:21][CH:22]=[CH:23][C:16]=4[S:15][CH2:14][CH2:13][C:12]=3[C:11]=2[CH:24]=1)([CH3:4])([CH3:3])[CH3:2], predict the reactants needed to synthesize it. (6) The reactants are: [Br:1][C:2]1[CH:7]=[CH:6][C:5](I)=[C:4]([O:9][CH3:10])[CH:3]=1.[CH2:11]([O:13][C:14]([C:16]1([C:19]2[CH:24]=[CH:23][C:22](B3OC(C)(C)C(C)(C)O3)=[CH:21][CH:20]=2)[CH2:18][CH2:17]1)=[O:15])[CH3:12].C(=O)([O-])[O-].[Na+].[Na+].O. Given the product [CH2:11]([O:13][C:14]([C:16]1([C:19]2[CH:24]=[CH:23][C:22]([C:5]3[CH:6]=[CH:7][C:2]([Br:1])=[CH:3][C:4]=3[O:9][CH3:10])=[CH:21][CH:20]=2)[CH2:17][CH2:18]1)=[O:15])[CH3:12], predict the reactants needed to synthesize it.